From a dataset of Catalyst prediction with 721,799 reactions and 888 catalyst types from USPTO. Predict which catalyst facilitates the given reaction. (1) Reactant: [Br:1][C:2]1[CH:3]=[N:4][C:5](Br)=[CH:6][CH:7]=1.[CH3:9][S:10]C.[Na]. Product: [Br:1][C:2]1[CH:3]=[N:4][C:5]([S:10][CH3:9])=[CH:6][CH:7]=1. The catalyst class is: 58. (2) Reactant: [F:1][C:2]1[CH:7]=[CH:6][CH:5]=[C:4]([F:8])[C:3]=1[C:9]1[NH:13][C:12]([C:14]2[N:19]=[C:18]3[N:20]([C@H:24]([CH3:29])[C:25]([CH3:28])([CH3:27])[CH3:26])[C:21]([NH2:23])=[N:22][C:17]3=[CH:16][CH:15]=2)=[C:11]([C:30]2[CH:35]=[CH:34][C:33]([F:36])=[CH:32][CH:31]=2)[N:10]=1.[CH3:37][S:38]([OH:41])(=[O:40])=[O:39]. Product: [CH3:37][S:38]([OH:41])(=[O:40])=[O:39].[F:1][C:2]1[CH:7]=[CH:6][CH:5]=[C:4]([F:8])[C:3]=1[C:9]1[NH:13][C:12]([C:14]2[N:19]=[C:18]3[N:20]([C@H:24]([CH3:29])[C:25]([CH3:28])([CH3:27])[CH3:26])[C:21]([NH2:23])=[N:22][C:17]3=[CH:16][CH:15]=2)=[C:11]([C:30]2[CH:31]=[CH:32][C:33]([F:36])=[CH:34][CH:35]=2)[N:10]=1. The catalyst class is: 24.